This data is from Catalyst prediction with 721,799 reactions and 888 catalyst types from USPTO. The task is: Predict which catalyst facilitates the given reaction. Reactant: CB([CH:3]1[CH2:7][CH2:6][CH2:5][CH:4]1[C:8]1[CH:13]=[CH:12][CH:11]=[CH:10][CH:9]=1)[CH:3]1[CH2:7][CH2:6][CH2:5][CH:4]1[C:8]1[CH:13]=[CH:12][CH:11]=[CH:10][CH:9]=1.[NH2:25]OS(O)(=O)=O. Product: [C:8]1([C@@H:4]2[CH2:5][CH2:6][CH2:7][C@H:3]2[NH2:25])[CH:13]=[CH:12][CH:11]=[CH:10][CH:9]=1. The catalyst class is: 7.